Dataset: Reaction yield outcomes from USPTO patents with 853,638 reactions. Task: Predict the reaction yield, written as a fraction of the theoretical maximum amount of product (1.0 means a 100% yield; for example, 0.34 means a 34% yield). (1) The reactants are [Cl:1][C:2]1[N:3]=[C:4]([NH:18][CH2:19][CH2:20][CH:21]([OH:39])[CH2:22][O:23][C:24]2[CH:29]=[C:28]([N+:30]([O-])=O)[CH:27]=[CH:26][C:25]=2[N:33]2[CH:37]=[N:36][C:35]([CH3:38])=[N:34]2)[C:5]2[CH2:10][CH2:9][CH:8]([C:11]3[CH:16]=[CH:15][C:14]([F:17])=[CH:13][CH:12]=3)[C:6]=2[N:7]=1.[Cl-].[NH4+]. The catalyst is CO.O.[Fe]. The product is [NH2:30][C:28]1[CH:27]=[CH:26][C:25]([N:33]2[CH:37]=[N:36][C:35]([CH3:38])=[N:34]2)=[C:24]([CH:29]=1)[O:23][CH2:22][CH:21]([OH:39])[CH2:20][CH2:19][NH:18][C:4]1[C:5]2[CH2:10][CH2:9][CH:8]([C:11]3[CH:16]=[CH:15][C:14]([F:17])=[CH:13][CH:12]=3)[C:6]=2[N:7]=[C:2]([Cl:1])[N:3]=1. The yield is 0.800. (2) The reactants are [Li+:1].C[Si]([N-][Si](C)(C)C)(C)C.[C:11]([C:14]1[O:15][CH:16]=[CH:17][CH:18]=1)(=[O:13])[CH3:12].[C:19](OC(C)(C)C)(=[O:27])[C:20]([O:22][C:23]([CH3:26])([CH3:25])[CH3:24])=[O:21]. The catalyst is CCOCC. The product is [C:23]([O:22][C:20](=[O:21])[C:19]([O-:27])=[CH:12][C:11]([C:14]1[O:15][CH:16]=[CH:17][CH:18]=1)=[O:13])([CH3:26])([CH3:25])[CH3:24].[Li+:1]. The yield is 0.830. (3) The reactants are Cl[C:2]1[N:3]=[C:4]2[CH:10]=[C:9]([C:11]([NH:13][C:14]3[CH:19]=[C:18]([NH:20][C:21](=[O:32])[C:22]4[CH:27]=[CH:26][CH:25]=[C:24]([C:28]([F:31])([F:30])[F:29])[CH:23]=4)[CH:17]=[CH:16][C:15]=3[CH3:33])=[O:12])[S:8][C:5]2=[N:6][CH:7]=1.[N:34]1[CH:39]=[CH:38][CH:37]=[C:36](B(O)O)[CH:35]=1.P([O-])([O-])([O-])=O.[K+].[K+].[K+].C1(P(C2CCCCC2)C2C=CC=CC=2C2C(C(C)C)=CC(C(C)C)=CC=2C(C)C)CCCCC1. The catalyst is CC(O)CC.C1C=CC(/C=C/C(/C=C/C2C=CC=CC=2)=O)=CC=1.C1C=CC(/C=C/C(/C=C/C2C=CC=CC=2)=O)=CC=1.C1C=CC(/C=C/C(/C=C/C2C=CC=CC=2)=O)=CC=1.[Pd].[Pd].O. The product is [CH3:33][C:15]1[CH:16]=[CH:17][C:18]([NH:20][C:21](=[O:32])[C:22]2[CH:27]=[CH:26][CH:25]=[C:24]([C:28]([F:31])([F:30])[F:29])[CH:23]=2)=[CH:19][C:14]=1[NH:13][C:11]([C:9]1[S:8][C:5]2=[N:6][CH:7]=[C:2]([C:36]3[CH:35]=[N:34][CH:39]=[CH:38][CH:37]=3)[N:3]=[C:4]2[CH:10]=1)=[O:12]. The yield is 0.0900. (4) The reactants are [Br:1][C:2]1[C:3]([F:22])=[CH:4][C:5]2[CH:19]3[CH2:20][CH:17]([CH2:18]3)[C:8]3[S:9][C:10]([C:12](OCC)=[O:13])=[CH:11][C:7]=3[C:6]=2[CH:21]=1.[NH3:23]. No catalyst specified. The product is [Br:1][C:2]1[C:3]([F:22])=[CH:4][C:5]2[CH:19]3[CH2:20][CH:17]([CH2:18]3)[C:8]3[S:9][C:10]([C:12]([NH2:23])=[O:13])=[CH:11][C:7]=3[C:6]=2[CH:21]=1. The yield is 1.00.